Dataset: NCI-60 drug combinations with 297,098 pairs across 59 cell lines. Task: Regression. Given two drug SMILES strings and cell line genomic features, predict the synergy score measuring deviation from expected non-interaction effect. (1) Drug 1: C1=NC2=C(N1)C(=S)N=C(N2)N. Drug 2: C1CCC(C(C1)N)N.C(=O)(C(=O)[O-])[O-].[Pt+4]. Cell line: 786-0. Synergy scores: CSS=42.8, Synergy_ZIP=-14.9, Synergy_Bliss=-8.90, Synergy_Loewe=-6.93, Synergy_HSA=-4.25. (2) Drug 1: CC1C(C(CC(O1)OC2CC(CC3=C2C(=C4C(=C3O)C(=O)C5=C(C4=O)C(=CC=C5)OC)O)(C(=O)CO)O)N)O.Cl. Drug 2: C1CN(CCN1C(=O)CCBr)C(=O)CCBr. Cell line: A498. Synergy scores: CSS=7.96, Synergy_ZIP=-4.23, Synergy_Bliss=-2.20, Synergy_Loewe=-1.91, Synergy_HSA=-1.65. (3) Drug 1: C1=C(C(=O)NC(=O)N1)N(CCCl)CCCl. Drug 2: CC1=CC=C(C=C1)C2=CC(=NN2C3=CC=C(C=C3)S(=O)(=O)N)C(F)(F)F. Cell line: OVCAR-4. Synergy scores: CSS=3.62, Synergy_ZIP=-2.95, Synergy_Bliss=-2.17, Synergy_Loewe=-1.13, Synergy_HSA=-1.43. (4) Drug 1: CC1=C2C(C(=O)C3(C(CC4C(C3C(C(C2(C)C)(CC1OC(=O)C(C(C5=CC=CC=C5)NC(=O)OC(C)(C)C)O)O)OC(=O)C6=CC=CC=C6)(CO4)OC(=O)C)OC)C)OC. Drug 2: C1CCC(C(C1)N)N.C(=O)(C(=O)[O-])[O-].[Pt+4]. Cell line: SK-OV-3. Synergy scores: CSS=53.9, Synergy_ZIP=11.1, Synergy_Bliss=11.6, Synergy_Loewe=7.11, Synergy_HSA=12.9.